From a dataset of Peptide-MHC class II binding affinity with 134,281 pairs from IEDB. Regression. Given a peptide amino acid sequence and an MHC pseudo amino acid sequence, predict their binding affinity value. This is MHC class II binding data. (1) The peptide sequence is AWDFSSAGGFFTSVG. The MHC is DRB1_1501 with pseudo-sequence DRB1_1501. The binding affinity (normalized) is 0.164. (2) The peptide sequence is DRSIALTFLAVGGVL. The MHC is DRB1_0404 with pseudo-sequence DRB1_0404. The binding affinity (normalized) is 0.785. (3) The peptide sequence is QRILRKSKRNDGDLD. The MHC is DRB4_0101 with pseudo-sequence DRB4_0103. The binding affinity (normalized) is 0.531. (4) The peptide sequence is AKKVAATAANAAPAN. The MHC is DRB1_1001 with pseudo-sequence DRB1_1001. The binding affinity (normalized) is 0.240. (5) The peptide sequence is AFIYKLLELLAERDD. The MHC is HLA-DQA10301-DQB10302 with pseudo-sequence HLA-DQA10301-DQB10302. The binding affinity (normalized) is 0.355. (6) The peptide sequence is VLERYLLEAKEAENI. The MHC is DRB3_0101 with pseudo-sequence DRB3_0101. The binding affinity (normalized) is 0.461. (7) The peptide sequence is VEDEARRMWASAQNI. The MHC is HLA-DQA10102-DQB10602 with pseudo-sequence HLA-DQA10102-DQB10602. The binding affinity (normalized) is 0.457.